This data is from Full USPTO retrosynthesis dataset with 1.9M reactions from patents (1976-2016). The task is: Predict the reactants needed to synthesize the given product. (1) Given the product [F:29][C:26]1[CH:27]=[CH:28][C:23]([C:17]2([CH2:16][CH2:15][CH2:14][N:11]3[CH2:10][CH2:9][NH:8][CH2:13][CH2:12]3)[CH2:18][CH2:19][CH2:20][CH2:21][CH2:22]2)=[CH:24][CH:25]=1, predict the reactants needed to synthesize it. The reactants are: C([N:8]1[CH2:13][CH2:12][N:11]([CH2:14][CH2:15][CH2:16][C:17]2([C:23]3[CH:28]=[CH:27][C:26]([F:29])=[CH:25][CH:24]=3)[CH2:22][CH2:21][CH2:20][CH2:19][CH2:18]2)[CH2:10][CH2:9]1)C1C=CC=CC=1. (2) Given the product [CH3:3][CH:2]([C@H:4]([NH:8][C:9]([C@H:11]1[N:15]([C:16]([C@@H:18]([NH:24][C:25]([CH2:27][NH:28][C:29]([C@@H:31]([NH:42][C:43]([C@@H:45]([NH:53][C:54]([C@@H:56]([NH:64][C:65]([CH:67]([NH:74][C:75]([C@@H:77]([NH:83][C:84]([C@@H:86]([NH:91][C:92]([C@@H:94]([NH:97][C:98]([C@@H:100]([NH:109][C:110]([C@@H:112]([NH:115][C:116]([CH3:118])=[O:117])[CH2:113][OH:114])=[O:111])[CH2:101][C:102]2[CH:107]=[CH:106][C:105]([OH:108])=[CH:104][CH:103]=2)=[O:99])[CH2:95][OH:96])=[O:93])[CH2:87][CH2:88][S:89][CH3:90])=[O:85])[CH2:78][CH2:79][C:80]([OH:82])=[O:81])=[O:76])[CH2:68][C:69]2[NH:73][CH:72]=[N:71][CH:70]=2)=[O:66])[CH2:57][C:58]2[CH:63]=[CH:62][CH:61]=[CH:60][CH:59]=2)=[O:55])[CH2:46][CH2:47][CH2:48][NH:49][C:50]([NH2:52])=[NH:51])=[O:44])[CH2:32][C:33]2[C:41]3[C:36](=[CH:37][CH:38]=[CH:39][CH:40]=3)[NH:35][CH:34]=2)=[O:30])=[O:26])[CH2:19][CH2:20][CH2:21][CH2:22][NH2:23])=[O:17])[CH2:14][CH2:13][CH2:12]1)=[O:10])[C:5]([NH2:7])=[O:6])[CH3:1], predict the reactants needed to synthesize it. The reactants are: [CH3:1][CH:2]([CH:4]([NH:8][C:9]([CH:11]1[N:15]([C:16]([CH:18]([NH:24][C:25]([CH2:27][NH:28][C:29]([CH:31]([NH:42][C:43]([CH:45]([NH:53][C:54]([CH:56]([NH:64][C:65]([CH:67]([NH:74][C:75]([CH:77]([NH:83][C:84]([CH:86]([NH:91][C:92]([CH:94]([NH:97][C:98]([CH:100]([NH:109][C:110]([CH:112]([NH:115][C:116]([CH3:118])=[O:117])[CH2:113][OH:114])=[O:111])[CH2:101][C:102]2[CH:107]=[CH:106][C:105]([OH:108])=[CH:104][CH:103]=2)=[O:99])[CH2:95][OH:96])=[O:93])[CH2:87][CH2:88][S:89][CH3:90])=[O:85])[CH2:78][CH2:79][C:80]([OH:82])=[O:81])=[O:76])[CH2:68][C:69]2[NH:73][CH:72]=[N:71][CH:70]=2)=[O:66])[CH2:57][C:58]2[CH:63]=[CH:62][CH:61]=[CH:60][CH:59]=2)=[O:55])[CH2:46][CH2:47][CH2:48][NH:49][C:50]([NH2:52])=[NH:51])=[O:44])[CH2:32][C:33]2[C:41]3[C:36](=[CH:37][CH:38]=[CH:39][CH:40]=3)[NH:35][CH:34]=2)=[O:30])=[O:26])[CH2:19][CH2:20][CH2:21][CH2:22][NH2:23])=[O:17])[CH2:14][CH2:13][CH2:12]1)=[O:10])[C:5]([NH2:7])=[O:6])[CH3:3]. (3) The reactants are: Br[C:2]1[CH:7]=[CH:6][CH:5]=[C:4]([F:8])[C:3]=1[CH:9]=[CH2:10].C([Li])CCC.CN(C)[CH:18]=[O:19].O. Given the product [F:8][C:4]1[C:3]([CH:9]=[CH2:10])=[C:2]([CH:7]=[CH:6][CH:5]=1)[CH:18]=[O:19], predict the reactants needed to synthesize it. (4) Given the product [N:12]1([C:9]2[O:10][C:11]3[C:2]([O:1][S:26]([C:29]([F:32])([F:31])[F:30])(=[O:28])=[O:27])=[CH:3][CH:4]=[CH:5][C:6]=3[C:7](=[O:18])[N:8]=2)[CH2:13][CH2:14][O:15][CH2:16][CH2:17]1, predict the reactants needed to synthesize it. The reactants are: [OH:1][C:2]1[C:11]2[O:10][C:9]([N:12]3[CH2:17][CH2:16][O:15][CH2:14][CH2:13]3)=[N:8][C:7](=[O:18])[C:6]=2[CH:5]=[CH:4][CH:3]=1.C1(N([S:26]([C:29]([F:32])([F:31])[F:30])(=[O:28])=[O:27])[S:26]([C:29]([F:32])([F:31])[F:30])(=[O:28])=[O:27])C=CC=CC=1.CCN(CC)CC.